From a dataset of Merck oncology drug combination screen with 23,052 pairs across 39 cell lines. Regression. Given two drug SMILES strings and cell line genomic features, predict the synergy score measuring deviation from expected non-interaction effect. (1) Drug 1: CN(C)C(=N)N=C(N)N. Drug 2: CC(C)CC(NC(=O)C(Cc1ccccc1)NC(=O)c1cnccn1)B(O)O. Cell line: HT29. Synergy scores: synergy=-18.4. (2) Drug 1: NC1(c2ccc(-c3nc4ccn5c(=O)[nH]nc5c4cc3-c3ccccc3)cc2)CCC1. Drug 2: CCC1(O)C(=O)OCc2c1cc1n(c2=O)Cc2cc3c(CN(C)C)c(O)ccc3nc2-1. Cell line: UWB1289BRCA1. Synergy scores: synergy=26.4.